From a dataset of Full USPTO retrosynthesis dataset with 1.9M reactions from patents (1976-2016). Predict the reactants needed to synthesize the given product. (1) Given the product [CH2:1]([N:8]([CH2:21][C:22]1[CH:48]=[CH:47][C:25]([O:26][C:27]2[CH:46]=[CH:45][CH:44]=[C:29]([O:30][CH2:31][CH:32]3[CH2:36][CH2:35][NH:34][CH2:33]3)[CH:28]=2)=[CH:24][CH:23]=1)[C:9]1[C:10]([CH3:20])=[C:11]([NH:15][S:16]([CH3:19])(=[O:18])=[O:17])[CH:12]=[CH:13][CH:14]=1)[C:2]1[CH:7]=[CH:6][CH:5]=[CH:4][CH:3]=1, predict the reactants needed to synthesize it. The reactants are: [CH2:1]([N:8]([CH2:21][C:22]1[CH:48]=[CH:47][C:25]([O:26][C:27]2[CH:28]=[C:29]([CH:44]=[CH:45][CH:46]=2)[O:30][CH2:31][CH:32]2[CH2:36][CH2:35][N:34](C(OC(C)(C)C)=O)[CH2:33]2)=[CH:24][CH:23]=1)[C:9]1[CH:14]=[CH:13][CH:12]=[C:11]([NH:15][S:16]([CH3:19])(=[O:18])=[O:17])[C:10]=1[CH3:20])[C:2]1[CH:7]=[CH:6][CH:5]=[CH:4][CH:3]=1.Cl. (2) Given the product [NH2:29][C:14]1([C:12]([NH:11][CH:8]([C:5]2[CH:4]=[CH:3][C:2]([Cl:1])=[CH:7][CH:6]=2)[CH2:9][OH:10])=[O:13])[CH2:15][CH2:16][N:17]([C:20]2[C:21]3[CH:28]=[CH:27][NH:26][C:22]=3[N:23]=[CH:24][N:25]=2)[CH2:18][CH2:19]1, predict the reactants needed to synthesize it. The reactants are: [Cl:1][C:2]1[CH:7]=[CH:6][C:5]([CH:8]([NH:11][C:12]([C:14]2([NH:29]C(=O)OC(C)(C)C)[CH2:19][CH2:18][N:17]([C:20]3[C:21]4[CH:28]=[CH:27][NH:26][C:22]=4[N:23]=[CH:24][N:25]=3)[CH2:16][CH2:15]2)=[O:13])[CH2:9][OH:10])=[CH:4][CH:3]=1.FC(F)(F)C(O)=O.